From a dataset of Full USPTO retrosynthesis dataset with 1.9M reactions from patents (1976-2016). Predict the reactants needed to synthesize the given product. (1) Given the product [CH:1]1([CH2:7][CH:8]([N:12]2[C:17](=[O:18])[CH:16]=[C:15]([O:19][C:20]3[C:29]4[O:28][CH2:27][CH2:26][O:25][C:24]=4[CH:23]=[CH:22][CH:21]=3)[CH:14]=[N:13]2)[C:9]([NH:30][C:31]2[CH:35]=[CH:34][N:33]([CH2:36][C:37]([OH:39])([CH3:40])[CH3:38])[N:32]=2)=[O:10])[CH2:2][CH2:3][CH2:4][CH2:5][CH2:6]1, predict the reactants needed to synthesize it. The reactants are: [CH:1]1([CH2:7][CH:8]([N:12]2[C:17](=[O:18])[CH:16]=[C:15]([O:19][C:20]3[C:29]4[O:28][CH2:27][CH2:26][O:25][C:24]=4[CH:23]=[CH:22][CH:21]=3)[CH:14]=[N:13]2)[C:9](O)=[O:10])[CH2:6][CH2:5][CH2:4][CH2:3][CH2:2]1.[NH2:30][C:31]1[CH:35]=[CH:34][N:33]([CH2:36][C:37]([CH3:40])([OH:39])[CH3:38])[N:32]=1. (2) Given the product [OH:1][C:2]1[CH:7]=[CH:6][C:5]([C:8]2[CH:13]=[CH:12][CH:11]=[C:10]([CH2:14][CH:15]3[S:19][C:18]([N:29]4[CH2:34][CH2:33][O:32][CH2:31][CH2:30]4)=[N:17][C:16]3=[O:21])[CH:9]=2)=[CH:4][C:3]=1[C:22]1([CH3:28])[CH2:23][CH2:24][CH2:25][CH2:26][CH2:27]1, predict the reactants needed to synthesize it. The reactants are: [OH:1][C:2]1[CH:7]=[CH:6][C:5]([C:8]2[CH:13]=[CH:12][CH:11]=[C:10]([CH2:14][CH:15]3[S:19][C:18](=S)[NH:17][C:16]3=[O:21])[CH:9]=2)=[CH:4][C:3]=1[C:22]1([CH3:28])[CH2:27][CH2:26][CH2:25][CH2:24][CH2:23]1.[NH:29]1[CH2:34][CH2:33][O:32][CH2:31][CH2:30]1. (3) Given the product [CH2:23]([N:30]([CH2:49][CH:50]=[O:51])[C:31]([CH:33]1[C:36]2[CH:37]=[CH:38][C:39]([O:41][CH2:42][C:43]3[CH:44]=[CH:45][CH:46]=[CH:47][CH:48]=3)=[CH:40][C:35]=2[CH2:34]1)=[O:32])[C:24]1[CH:29]=[CH:28][CH:27]=[CH:26][CH:25]=1, predict the reactants needed to synthesize it. The reactants are: CC(OI1(OC(C)=O)(OC(C)=O)OC(=O)C2C=CC=CC1=2)=O.[CH2:23]([N:30]([CH2:49][CH2:50][OH:51])[C:31]([CH:33]1[C:36]2[CH:37]=[CH:38][C:39]([O:41][CH2:42][C:43]3[CH:48]=[CH:47][CH:46]=[CH:45][CH:44]=3)=[CH:40][C:35]=2[CH2:34]1)=[O:32])[C:24]1[CH:29]=[CH:28][CH:27]=[CH:26][CH:25]=1.C([O-])(O)=O.[Na+].C(OCC)(=O)C. (4) Given the product [C:1]([O:5][C:6]([NH:8][CH2:9][C:10]1[CH:11]=[CH:12][C:13]([CH2:14][NH:15][C:41]([C:37]2[N:38]([CH3:40])[CH:39]=[C:35]([NH:34][C:32]([C:27]3[C:26]([C:23]4[CH:22]=[CH:21][C:20]([C:19]([F:45])([F:18])[F:44])=[CH:25][CH:24]=4)=[CH:31][CH:30]=[CH:29][CH:28]=3)=[O:33])[CH:36]=2)=[O:42])=[CH:16][CH:17]=1)=[O:7])([CH3:4])([CH3:2])[CH3:3], predict the reactants needed to synthesize it. The reactants are: [C:1]([O:5][C:6]([NH:8][CH2:9][C:10]1[CH:17]=[CH:16][C:13]([CH2:14][NH2:15])=[CH:12][CH:11]=1)=[O:7])([CH3:4])([CH3:3])[CH3:2].[F:18][C:19]([F:45])([F:44])[C:20]1[CH:25]=[CH:24][C:23]([C:26]2[C:27]([C:32]([NH:34][C:35]3[CH:36]=[C:37]([C:41](O)=[O:42])[N:38]([CH3:40])[CH:39]=3)=[O:33])=[CH:28][CH:29]=[CH:30][CH:31]=2)=[CH:22][CH:21]=1.CN(C(ON1N=NC2C=CC=CC1=2)=[N+](C)C)C.[B-](F)(F)(F)F.C(N(CC)CC)C.